This data is from Volume of distribution at steady state (VDss) regression data from Lombardo et al.. The task is: Regression/Classification. Given a drug SMILES string, predict its absorption, distribution, metabolism, or excretion properties. Task type varies by dataset: regression for continuous measurements (e.g., permeability, clearance, half-life) or binary classification for categorical outcomes (e.g., BBB penetration, CYP inhibition). For this dataset (vdss_lombardo), we predict log10(VDss) (log10 of volume of distribution in L/kg). (1) The molecule is O=c1[c-](CC[S@](=O)c2ccccc2)c(=O)n(-c2ccccc2)n1-c1ccccc1. The log10(VDss) is -0.920. (2) The compound is CCc1cnn2c(NCc3ccc[n+]([O-])c3)cc(N3CCCCC3CCO)nc12. The log10(VDss) is -0.490. (3) The drug is COc1ccc2cc1Oc1ccc(cc1)CC1(C)c3cc(c(OC)cc3CC[NH+]1C)Oc1c(OC)c(OC)c(Br)c3c1C(C)(C2)N(C)CC3. The log10(VDss) is 1.71.